This data is from NCI-60 drug combinations with 297,098 pairs across 59 cell lines. The task is: Regression. Given two drug SMILES strings and cell line genomic features, predict the synergy score measuring deviation from expected non-interaction effect. (1) Drug 1: C1=NC(=NC(=O)N1C2C(C(C(O2)CO)O)O)N. Drug 2: C1CNP(=O)(OC1)N(CCCl)CCCl. Cell line: CCRF-CEM. Synergy scores: CSS=45.3, Synergy_ZIP=-0.486, Synergy_Bliss=-0.436, Synergy_Loewe=-44.6, Synergy_HSA=-0.322. (2) Drug 1: C1CN1C2=NC(=NC(=N2)N3CC3)N4CC4. Drug 2: CC1=C(C(=O)C2=C(C1=O)N3CC4C(C3(C2COC(=O)N)OC)N4)N. Cell line: SK-MEL-28. Synergy scores: CSS=28.7, Synergy_ZIP=-7.06, Synergy_Bliss=-4.69, Synergy_Loewe=0.945, Synergy_HSA=2.26. (3) Drug 1: CS(=O)(=O)C1=CC(=C(C=C1)C(=O)NC2=CC(=C(C=C2)Cl)C3=CC=CC=N3)Cl. Drug 2: CC1CCC2CC(C(=CC=CC=CC(CC(C(=O)C(C(C(=CC(C(=O)CC(OC(=O)C3CCCCN3C(=O)C(=O)C1(O2)O)C(C)CC4CCC(C(C4)OC)OCCO)C)C)O)OC)C)C)C)OC. Cell line: NCI-H522. Synergy scores: CSS=22.8, Synergy_ZIP=-4.00, Synergy_Bliss=0.598, Synergy_Loewe=-2.83, Synergy_HSA=1.32. (4) Drug 1: C1=C(C(=O)NC(=O)N1)N(CCCl)CCCl. Drug 2: CCC1(CC2CC(C3=C(CCN(C2)C1)C4=CC=CC=C4N3)(C5=C(C=C6C(=C5)C78CCN9C7C(C=CC9)(C(C(C8N6C)(C(=O)OC)O)OC(=O)C)CC)OC)C(=O)OC)O.OS(=O)(=O)O. Cell line: EKVX. Synergy scores: CSS=13.1, Synergy_ZIP=-6.04, Synergy_Bliss=-8.31, Synergy_Loewe=-24.9, Synergy_HSA=-7.06. (5) Drug 1: C1=NC2=C(N=C(N=C2N1C3C(C(C(O3)CO)O)O)F)N. Drug 2: CCN(CC)CCCC(C)NC1=C2C=C(C=CC2=NC3=C1C=CC(=C3)Cl)OC. Cell line: U251. Synergy scores: CSS=27.2, Synergy_ZIP=-5.50, Synergy_Bliss=0.155, Synergy_Loewe=-7.61, Synergy_HSA=-0.969. (6) Drug 1: C1CCC(C1)C(CC#N)N2C=C(C=N2)C3=C4C=CNC4=NC=N3. Drug 2: CC1C(C(CC(O1)OC2CC(CC3=C2C(=C4C(=C3O)C(=O)C5=C(C4=O)C(=CC=C5)OC)O)(C(=O)CO)O)N)O.Cl. Cell line: SK-MEL-2. Synergy scores: CSS=66.3, Synergy_ZIP=5.78, Synergy_Bliss=5.12, Synergy_Loewe=-38.1, Synergy_HSA=1.33. (7) Drug 1: C#CCC(CC1=CN=C2C(=N1)C(=NC(=N2)N)N)C3=CC=C(C=C3)C(=O)NC(CCC(=O)O)C(=O)O. Drug 2: C(CN)CNCCSP(=O)(O)O. Cell line: T-47D. Synergy scores: CSS=1.27, Synergy_ZIP=-0.689, Synergy_Bliss=0.192, Synergy_Loewe=-0.201, Synergy_HSA=0.107.